The task is: Regression. Given two drug SMILES strings and cell line genomic features, predict the synergy score measuring deviation from expected non-interaction effect.. This data is from NCI-60 drug combinations with 297,098 pairs across 59 cell lines. (1) Drug 1: CC1=C(C=C(C=C1)NC2=NC=CC(=N2)N(C)C3=CC4=NN(C(=C4C=C3)C)C)S(=O)(=O)N.Cl. Drug 2: CCC1(CC2CC(C3=C(CCN(C2)C1)C4=CC=CC=C4N3)(C5=C(C=C6C(=C5)C78CCN9C7C(C=CC9)(C(C(C8N6C)(C(=O)OC)O)OC(=O)C)CC)OC)C(=O)OC)O.OS(=O)(=O)O. Cell line: M14. Synergy scores: CSS=51.1, Synergy_ZIP=9.94, Synergy_Bliss=10.3, Synergy_Loewe=-32.6, Synergy_HSA=7.67. (2) Drug 1: CN1CCC(CC1)COC2=C(C=C3C(=C2)N=CN=C3NC4=C(C=C(C=C4)Br)F)OC. Drug 2: CN(C)C1=NC(=NC(=N1)N(C)C)N(C)C. Cell line: SF-268. Synergy scores: CSS=-7.09, Synergy_ZIP=3.74, Synergy_Bliss=0.516, Synergy_Loewe=-6.10, Synergy_HSA=-6.17. (3) Drug 1: CC1OCC2C(O1)C(C(C(O2)OC3C4COC(=O)C4C(C5=CC6=C(C=C35)OCO6)C7=CC(=C(C(=C7)OC)O)OC)O)O. Drug 2: CC1=C(C=C(C=C1)NC(=O)C2=CC=C(C=C2)CN3CCN(CC3)C)NC4=NC=CC(=N4)C5=CN=CC=C5. Cell line: T-47D. Synergy scores: CSS=34.9, Synergy_ZIP=-9.60, Synergy_Bliss=-0.104, Synergy_Loewe=-7.80, Synergy_HSA=0.181. (4) Drug 1: C1=C(C(=O)NC(=O)N1)N(CCCl)CCCl. Drug 2: CC1=C2C(C(=O)C3(C(CC4C(C3C(C(C2(C)C)(CC1OC(=O)C(C(C5=CC=CC=C5)NC(=O)C6=CC=CC=C6)O)O)OC(=O)C7=CC=CC=C7)(CO4)OC(=O)C)O)C)OC(=O)C. Cell line: RPMI-8226. Synergy scores: CSS=66.0, Synergy_ZIP=1.38, Synergy_Bliss=1.95, Synergy_Loewe=-12.7, Synergy_HSA=2.44. (5) Drug 2: CC12CCC3C(C1CCC2OP(=O)(O)O)CCC4=C3C=CC(=C4)OC(=O)N(CCCl)CCCl.[Na+]. Drug 1: CCC1(C2=C(COC1=O)C(=O)N3CC4=CC5=C(C=CC(=C5CN(C)C)O)N=C4C3=C2)O.Cl. Synergy scores: CSS=18.1, Synergy_ZIP=-8.28, Synergy_Bliss=-2.96, Synergy_Loewe=-45.1, Synergy_HSA=-3.39. Cell line: HS 578T. (6) Drug 1: C1CCN(CC1)CCOC2=CC=C(C=C2)C(=O)C3=C(SC4=C3C=CC(=C4)O)C5=CC=C(C=C5)O. Drug 2: CS(=O)(=O)CCNCC1=CC=C(O1)C2=CC3=C(C=C2)N=CN=C3NC4=CC(=C(C=C4)OCC5=CC(=CC=C5)F)Cl. Cell line: SNB-75. Synergy scores: CSS=8.11, Synergy_ZIP=-1.87, Synergy_Bliss=2.09, Synergy_Loewe=-4.39, Synergy_HSA=0.248. (7) Synergy scores: CSS=33.1, Synergy_ZIP=3.71, Synergy_Bliss=-0.0238, Synergy_Loewe=-30.1, Synergy_HSA=-3.55. Cell line: HL-60(TB). Drug 1: CC1=C(C(CCC1)(C)C)C=CC(=CC=CC(=CC(=O)O)C)C. Drug 2: CC12CCC3C(C1CCC2OP(=O)(O)O)CCC4=C3C=CC(=C4)OC(=O)N(CCCl)CCCl.[Na+].